From a dataset of Catalyst prediction with 721,799 reactions and 888 catalyst types from USPTO. Predict which catalyst facilitates the given reaction. (1) Reactant: [Cl:1][C:2]1[CH:7]=[C:6]([O:8][C:9]2[C:18]3[C:13](=[CH:14][C:15]([OH:21])=[C:16]([O:19][CH3:20])[CH:17]=3)[N:12]=[CH:11][CH:10]=2)[CH:5]=[CH:4][C:3]=1[NH:22][C:23]([NH:25][CH2:26][CH2:27][CH3:28])=[O:24].C(=O)([O-])[O-].[K+].[K+].CC1C=CC(S(O[CH2:46][CH2:47][N:48]2[CH:52]=[CH:51][N:50]=[N:49]2)(=O)=O)=CC=1.O. Product: [Cl:1][C:2]1[CH:7]=[C:6]([O:8][C:9]2[C:18]3[C:13](=[CH:14][C:15]([O:21][CH2:46][CH2:47][N:48]4[CH:52]=[CH:51][N:50]=[N:49]4)=[C:16]([O:19][CH3:20])[CH:17]=3)[N:12]=[CH:11][CH:10]=2)[CH:5]=[CH:4][C:3]=1[NH:22][C:23]([NH:25][CH2:26][CH2:27][CH3:28])=[O:24]. The catalyst class is: 9. (2) Reactant: [CH2:1]([O:8][C:9]1[C:10](F)=[C:11]([F:33])[C:12]([NH:25][C:26]2[CH:31]=[CH:30][CH:29]=[CH:28][C:27]=2[Cl:32])=[C:13]([CH:24]=1)[C:14]([O:16][CH2:17][C:18]1[CH:23]=[CH:22][CH:21]=[CH:20][CH:19]=1)=[O:15])[C:2]1[CH:7]=[CH:6][CH:5]=[CH:4][CH:3]=1.[N-:35]=[N+:36]=[N-:37].[Na+].O. Product: [N:35]([C:10]1[C:9]([O:8][CH2:1][C:2]2[CH:7]=[CH:6][CH:5]=[CH:4][CH:3]=2)=[CH:24][C:13]([C:14]([O:16][CH2:17][C:18]2[CH:23]=[CH:22][CH:21]=[CH:20][CH:19]=2)=[O:15])=[C:12]([NH:25][C:26]2[CH:31]=[CH:30][CH:29]=[CH:28][C:27]=2[Cl:32])[C:11]=1[F:33])=[N+:36]=[N-:37]. The catalyst class is: 3. (3) Reactant: [Br:1][C:2]1[CH:7]=[C:6]([N:8]2[CH:12]=[CH:11][CH:10]=[N:9]2)[N:5]2[CH:13]=[C:14]([C:16]([O:18]CC)=O)[N:15]=[C:4]2[CH:3]=1.O.[NH2:22][NH2:23]. Product: [Br:1][C:2]1[CH:7]=[C:6]([N:8]2[CH:12]=[CH:11][CH:10]=[N:9]2)[N:5]2[CH:13]=[C:14]([C:16]([NH:22][NH2:23])=[O:18])[N:15]=[C:4]2[CH:3]=1. The catalyst class is: 14. (4) Reactant: C1N=CN(C(N2C=NC=C2)=O)C=1.[CH:13]1([C:17]([OH:19])=O)[CH2:16][CH2:15][CH2:14]1.[Cl:20][C:21]1[C:34]([CH2:35][N:36]2[CH2:40][CH2:39][CH2:38][CH2:37]2)=[C:33]([Cl:41])[CH:32]=[CH:31][C:22]=1[O:23][C@H:24]1[CH2:27][C@H:26]([CH2:28][NH:29][CH3:30])[CH2:25]1. Product: [ClH:20].[Cl:20][C:21]1[C:34]([CH2:35][N:36]2[CH2:40][CH2:39][CH2:38][CH2:37]2)=[C:33]([Cl:41])[CH:32]=[CH:31][C:22]=1[O:23][C@H:24]1[CH2:27][C@H:26]([CH2:28][N:29]([CH3:30])[C:17]([CH:13]2[CH2:14][CH2:15][CH2:16]2)=[O:19])[CH2:25]1. The catalyst class is: 1.